From a dataset of NCI-60 drug combinations with 297,098 pairs across 59 cell lines. Regression. Given two drug SMILES strings and cell line genomic features, predict the synergy score measuring deviation from expected non-interaction effect. (1) Drug 1: CCC1(CC2CC(C3=C(CCN(C2)C1)C4=CC=CC=C4N3)(C5=C(C=C6C(=C5)C78CCN9C7C(C=CC9)(C(C(C8N6C=O)(C(=O)OC)O)OC(=O)C)CC)OC)C(=O)OC)O.OS(=O)(=O)O. Drug 2: CN1C2=C(C=C(C=C2)N(CCCl)CCCl)N=C1CCCC(=O)O.Cl. Cell line: SNB-19. Synergy scores: CSS=0.345, Synergy_ZIP=0.835, Synergy_Bliss=1.92, Synergy_Loewe=-1.07, Synergy_HSA=-0.506. (2) Drug 1: CC1=CC=C(C=C1)C2=CC(=NN2C3=CC=C(C=C3)S(=O)(=O)N)C(F)(F)F. Drug 2: C1=CN(C(=O)N=C1N)C2C(C(C(O2)CO)O)O.Cl. Cell line: A549. Synergy scores: CSS=60.5, Synergy_ZIP=-2.17, Synergy_Bliss=-2.94, Synergy_Loewe=-34.0, Synergy_HSA=0.355. (3) Drug 2: C1=NC2=C(N1)C(=S)N=CN2. Cell line: UO-31. Drug 1: CC1OCC2C(O1)C(C(C(O2)OC3C4COC(=O)C4C(C5=CC6=C(C=C35)OCO6)C7=CC(=C(C(=C7)OC)O)OC)O)O. Synergy scores: CSS=37.5, Synergy_ZIP=-4.88, Synergy_Bliss=8.24, Synergy_Loewe=8.10, Synergy_HSA=8.26. (4) Drug 1: C1CN(P(=O)(OC1)NCCCl)CCCl. Drug 2: CC1C(C(CC(O1)OC2CC(CC3=C2C(=C4C(=C3O)C(=O)C5=C(C4=O)C(=CC=C5)OC)O)(C(=O)CO)O)N)O.Cl. Cell line: DU-145. Synergy scores: CSS=32.9, Synergy_ZIP=-0.907, Synergy_Bliss=-2.82, Synergy_Loewe=-2.88, Synergy_HSA=-1.63. (5) Drug 1: C1=C(C(=O)NC(=O)N1)F. Drug 2: CC1=C2C(C(=O)C3(C(CC4C(C3C(C(C2(C)C)(CC1OC(=O)C(C(C5=CC=CC=C5)NC(=O)OC(C)(C)C)O)O)OC(=O)C6=CC=CC=C6)(CO4)OC(=O)C)O)C)O. Cell line: UACC-257. Synergy scores: CSS=32.0, Synergy_ZIP=-2.97, Synergy_Bliss=-0.187, Synergy_Loewe=1.74, Synergy_HSA=3.46. (6) Drug 1: CC1C(C(CC(O1)OC2CC(CC3=C2C(=C4C(=C3O)C(=O)C5=C(C4=O)C(=CC=C5)OC)O)(C(=O)CO)O)N)O.Cl. Drug 2: C1C(C(OC1N2C=NC3=C2NC=NCC3O)CO)O. Cell line: NCI-H226. Synergy scores: CSS=3.54, Synergy_ZIP=0.605, Synergy_Bliss=1.94, Synergy_Loewe=-0.671, Synergy_HSA=-0.459. (7) Drug 1: CCCCC(=O)OCC(=O)C1(CC(C2=C(C1)C(=C3C(=C2O)C(=O)C4=C(C3=O)C=CC=C4OC)O)OC5CC(C(C(O5)C)O)NC(=O)C(F)(F)F)O. Drug 2: CC1CCCC2(C(O2)CC(NC(=O)CC(C(C(=O)C(C1O)C)(C)C)O)C(=CC3=CSC(=N3)C)C)C. Cell line: A498. Synergy scores: CSS=54.6, Synergy_ZIP=-2.16, Synergy_Bliss=-2.35, Synergy_Loewe=1.93, Synergy_HSA=3.84. (8) Drug 1: C1=C(C(=O)NC(=O)N1)N(CCCl)CCCl. Drug 2: C1CN(P(=O)(OC1)NCCCl)CCCl. Cell line: OVCAR-5. Synergy scores: CSS=8.98, Synergy_ZIP=-2.76, Synergy_Bliss=1.43, Synergy_Loewe=-4.93, Synergy_HSA=-0.205. (9) Drug 1: C1CC(C1)(C(=O)O)C(=O)O.[NH2-].[NH2-].[Pt+2]. Drug 2: CCC1(CC2CC(C3=C(CCN(C2)C1)C4=CC=CC=C4N3)(C5=C(C=C6C(=C5)C78CCN9C7C(C=CC9)(C(C(C8N6C)(C(=O)OC)O)OC(=O)C)CC)OC)C(=O)OC)O.OS(=O)(=O)O. Cell line: K-562. Synergy scores: CSS=12.9, Synergy_ZIP=-2.85, Synergy_Bliss=-0.488, Synergy_Loewe=-2.01, Synergy_HSA=-2.01.